Dataset: Reaction yield outcomes from USPTO patents with 853,638 reactions. Task: Predict the reaction yield, written as a fraction of the theoretical maximum amount of product (1.0 means a 100% yield; for example, 0.34 means a 34% yield). (1) The reactants are [OH:1][CH2:2][C:3]1[C:12]([C:13]2[CH:18]=[CH:17][C:16]([O:19][CH2:20][O:21][CH3:22])=[CH:15][C:14]=2[O:23][CH3:24])=[CH:11][CH:10]=[C:9]2[C:4]=1[C:5]([CH3:27])=[CH:6][C:7]([CH3:26])([CH3:25])[NH:8]2.C[C:29]1[CH:37]=[CH:36][CH:35]=[CH:34][C:30]=1[C:31]([OH:33])=O.[CH2:38](P(CCCC)CCCC)CCC.N(C(N1CCCCC1)=O)=NC(N1CCCCC1)=O. The catalyst is C1C=CC=CC=1.CCCCCC. The product is [CH3:24][O:23][C:14]1[CH:15]=[C:16]([O:19][CH2:20][O:21][CH3:22])[CH:17]=[CH:18][C:13]=1[C:12]1[C:3]([CH2:2][O:1][C:31](=[O:33])[C:30]2[CH:29]=[CH:37][C:36]([CH3:38])=[CH:35][CH:34]=2)=[C:4]2[C:9](=[CH:10][CH:11]=1)[NH:8][C:7]([CH3:26])([CH3:25])[CH:6]=[C:5]2[CH3:27]. The yield is 0.730. (2) The reactants are S(Cl)([Cl:3])=O.[CH3:5][O:6][C:7]1[CH:8]=[C:9]([CH:13]=[CH:14][N:15]=1)[C:10](O)=[O:11]. The catalyst is C1(C)C=CC=CC=1. The product is [CH3:5][O:6][C:7]1[CH:8]=[C:9]([CH:13]=[CH:14][N:15]=1)[C:10]([Cl:3])=[O:11]. The yield is 0.460. (3) The reactants are [Cl:1][C:2]1[CH:8]=[C:7]([O:9][C:10]2[C:19]3[C:14](=[CH:15][C:16]([O:22][CH3:23])=[C:17]([O:20][CH3:21])[CH:18]=3)[N:13]=[CH:12][CH:11]=2)[CH:6]=[CH:5][C:3]=1[NH2:4].C(O)C.[Cl:27][C:28]1[CH:33]=[CH:32][C:31]([C:34]([N:36]=[C:37]=[S:38])=[O:35])=[CH:30][CH:29]=1. The catalyst is C1(C)C=CC=CC=1. The product is [Cl:27][C:28]1[CH:33]=[CH:32][C:31]([C:34]([NH:36][C:37]([NH:4][C:3]2[CH:5]=[CH:6][C:7]([O:9][C:10]3[C:19]4[C:14](=[CH:15][C:16]([O:22][CH3:23])=[C:17]([O:20][CH3:21])[CH:18]=4)[N:13]=[CH:12][CH:11]=3)=[CH:8][C:2]=2[Cl:1])=[S:38])=[O:35])=[CH:30][CH:29]=1. The yield is 0.610.